The task is: Predict the product of the given reaction.. This data is from Forward reaction prediction with 1.9M reactions from USPTO patents (1976-2016). (1) Given the reactants [OH:1][C:2]12[CH2:11][CH:6]3[CH2:7][CH:8]([CH2:10][C:4]([NH2:12])([CH2:5]3)[CH2:3]1)[CH2:9]2.[C:13](O[C:13]([O:15][C:16]([CH3:19])([CH3:18])[CH3:17])=[O:14])([O:15][C:16]([CH3:19])([CH3:18])[CH3:17])=[O:14], predict the reaction product. The product is: [C:16]([O:15][C:13](=[O:14])[NH:12][C:4]12[CH2:10][CH:8]3[CH2:7][CH:6]([CH2:11][C:2]([OH:1])([CH2:9]3)[CH2:3]1)[CH2:5]2)([CH3:19])([CH3:18])[CH3:17]. (2) Given the reactants [CH3:1][C:2]1([OH:12])[CH2:11][CH2:10][C:5]2([O:9][CH2:8][CH2:7][O:6]2)[CH2:4][CH2:3]1.[H-].[Na+].[CH3:15][C:16]1([O:19][CH2:18]1)[CH3:17], predict the reaction product. The product is: [CH3:15][C:16]([OH:19])([CH3:18])[CH2:17][O:12][C:2]1([CH3:1])[CH2:11][CH2:10][C:5]2([O:6][CH2:7][CH2:8][O:9]2)[CH2:4][CH2:3]1. (3) Given the reactants [CH3:1][N:2]1[C:10]2[C:9](=[O:11])[NH:8][C:7](=[O:12])[NH:6][C:5]=2[N:4]=[CH:3]1.[H-].[Na+].[CH2:15](Br)[C:16]1[O:20][CH:19]=[CH:18][CH:17]=1, predict the reaction product. The product is: [O:20]1[CH:19]=[CH:18][CH:17]=[C:16]1[CH2:15][N:6]1[C:5]2[N:4]=[CH:3][N:2]([CH3:1])[C:10]=2[C:9](=[O:11])[NH:8][C:7]1=[O:12]. (4) Given the reactants [CH3:1][O:2][C:3]1[CH:13]=[CH:12][C:6]2[NH:7][CH2:8][CH2:9][CH2:10][CH2:11][C:5]=2[CH:4]=1.[F:14][C:15]([F:26])([F:25])[C:16]1[CH:17]=[C:18]([N:22]=[C:23]=[O:24])[CH:19]=[CH:20][CH:21]=1.CCCCCC, predict the reaction product. The product is: [F:14][C:15]([F:25])([F:26])[C:16]1[CH:17]=[C:18]([NH:22][C:23]([N:7]2[CH2:8][CH2:9][CH2:10][CH2:11][C:5]3[CH:4]=[C:3]([O:2][CH3:1])[CH:13]=[CH:12][C:6]2=3)=[O:24])[CH:19]=[CH:20][CH:21]=1.